Dataset: Full USPTO retrosynthesis dataset with 1.9M reactions from patents (1976-2016). Task: Predict the reactants needed to synthesize the given product. (1) Given the product [CH2:1]([N:8]1[C:12]2[CH:13]=[C:14]([O:17][CH2:33][CH2:32][CH2:31][CH2:30][CH2:29][C:28]([O:27][CH:24]([CH3:25])[CH3:26])=[O:35])[CH:15]=[CH:16][C:11]=2[N:10]=[C:9]1[C:18]1[CH:23]=[CH:22][CH:21]=[CH:20][CH:19]=1)[C:2]1[CH:3]=[CH:4][CH:5]=[CH:6][CH:7]=1, predict the reactants needed to synthesize it. The reactants are: [CH2:1]([N:8]1[C:12]2[CH:13]=[C:14]([OH:17])[CH:15]=[CH:16][C:11]=2[N:10]=[C:9]1[C:18]1[CH:23]=[CH:22][CH:21]=[CH:20][CH:19]=1)[C:2]1[CH:7]=[CH:6][CH:5]=[CH:4][CH:3]=1.[CH:24]([O:27][C:28](=[O:35])[CH2:29][CH2:30][CH2:31][CH2:32][CH2:33]Br)([CH3:26])[CH3:25]. (2) Given the product [CH3:19][N:15]([CH2:16][CH2:17][CH3:18])[C:13](=[O:14])[C:12]1[CH:11]=[C:10]([CH:22]=[C:21]([C:23]2[CH:28]=[CH:27][N:26]=[CH:25][CH:24]=2)[CH:20]=1)[C:9]([OH:29])=[O:8], predict the reactants needed to synthesize it. The reactants are: C([O:8][C:9](=[O:29])[C:10]1[CH:22]=[C:21]([C:23]2[CH:28]=[CH:27][N:26]=[CH:25][CH:24]=2)[CH:20]=[C:12]([C:13]([N:15]([CH3:19])[CH2:16][CH2:17][CH3:18])=[O:14])[CH:11]=1)C1C=CC=CC=1. (3) Given the product [Cl:1][C:2]1[CH:3]=[C:4]([C:8]2[N:13]=[CH:12][N:11]=[C:10]([N:14]([CH2:18][C:19]3[CH:20]=[CH:21][C:22]([S:25][C:26]([CH3:35])([CH3:34])[C:27]([OH:29])=[O:28])=[CH:23][CH:24]=3)[CH2:15][C:16]#[CH:17])[CH:9]=2)[CH:5]=[CH:6][CH:7]=1, predict the reactants needed to synthesize it. The reactants are: [Cl:1][C:2]1[CH:3]=[C:4]([C:8]2[N:13]=[CH:12][N:11]=[C:10]([N:14]([CH2:18][C:19]3[CH:24]=[CH:23][C:22]([S:25][C:26]([CH3:35])([CH3:34])[C:27]([O:29]C(C)(C)C)=[O:28])=[CH:21][CH:20]=3)[CH2:15][C:16]#[CH:17])[CH:9]=2)[CH:5]=[CH:6][CH:7]=1.FC(F)(F)C(O)=O. (4) Given the product [ClH:19].[Cl:19][C:20]1[CH:28]=[CH:27][C:23]([C:24]([NH:1][C@H:2]2[CH2:3][CH2:4][C@@H:5]([NH:8][C:9]3[N:14]=[C:13]([N:15]([CH3:17])[CH3:16])[C:12]([CH3:18])=[CH:11][N:10]=3)[CH2:6][CH2:7]2)=[O:25])=[CH:22][C:21]=1[F:29], predict the reactants needed to synthesize it. The reactants are: [NH2:1][C@@H:2]1[CH2:7][CH2:6][C@H:5]([NH:8][C:9]2[N:14]=[C:13]([N:15]([CH3:17])[CH3:16])[C:12]([CH3:18])=[CH:11][N:10]=2)[CH2:4][CH2:3]1.[Cl:19][C:20]1[CH:28]=[CH:27][C:23]([C:24](O)=[O:25])=[CH:22][C:21]=1[F:29].C1C=CC2N(O)N=NC=2C=1.O.CCN=C=NCCCN(C)C.Cl.C([O-])(O)=O.[Na+].